Dataset: CYP2D6 inhibition data for predicting drug metabolism from PubChem BioAssay. Task: Regression/Classification. Given a drug SMILES string, predict its absorption, distribution, metabolism, or excretion properties. Task type varies by dataset: regression for continuous measurements (e.g., permeability, clearance, half-life) or binary classification for categorical outcomes (e.g., BBB penetration, CYP inhibition). Dataset: cyp2d6_veith. (1) The compound is CC(C)CC(C(=O)NCC1CCCO1)N(C(=O)Cn1nnc(-c2ccc(F)cc2)n1)c1ccccc1F. The result is 1 (inhibitor). (2) The result is 0 (non-inhibitor). The compound is O=C(Nc1cccc(C(=O)Nc2ccc(S(=O)(=O)[O-])c3cc(S(=O)(=O)[O-])cc(S(=O)(=O)[O-])c23)c1)Nc1cccc(C(=O)Nc2ccc(S(=O)(=O)[O-])c3cc(S(=O)(=O)[O-])cc(S(=O)(=O)[O-])c23)c1.[Na+].[Na+].[Na+].[Na+].[Na+].[Na+]. (3) The compound is O=C(O)COCCN1CCN([C@@H](c2ccccc2)c2ccc(Cl)cc2)CC1. The result is 0 (non-inhibitor). (4) The compound is O=S(=O)(c1ccc(Cl)cc1)n1nnc2ccccc21. The result is 0 (non-inhibitor).